This data is from Forward reaction prediction with 1.9M reactions from USPTO patents (1976-2016). The task is: Predict the product of the given reaction. (1) Given the reactants C(Cl)CCl.[NH:5]1[CH2:10][CH2:9][CH2:8][CH2:7][CH2:6]1.CCN(C(C)C)C(C)C.OC1C2N=NNC=2C=CC=1.[S:30]1[C:34]2[CH:35]=[CH:36][CH:37]=[CH:38][C:33]=2[N:32]=[C:31]1[O:39][C:40]1[CH:41]=[C:42]2[C:46](=[CH:47][CH:48]=1)[NH:45][C:44]([C:49](O)=[O:50])=[CH:43]2, predict the reaction product. The product is: [S:30]1[C:34]2[CH:35]=[CH:36][CH:37]=[CH:38][C:33]=2[N:32]=[C:31]1[O:39][C:40]1[CH:41]=[C:42]2[C:46](=[CH:47][CH:48]=1)[NH:45][C:44]([C:49]([N:5]1[CH2:10][CH2:9][CH2:8][CH2:7][CH2:6]1)=[O:50])=[CH:43]2. (2) Given the reactants [CH3:1][N:2]([CH3:40])[C:3]1[C:8]([CH2:9][C:10]([O:12]C)=[O:11])=[C:7]([N:14]2[CH2:19][CH2:18][O:17][CH2:16][CH2:15]2)[N:6]=[C:5]([CH2:20][C:21]2[CH:26]=[CH:25][C:24]([NH:27][C:28]([C:30]3[CH:39]=[CH:38][C:37]4[C:32](=[CH:33][CH:34]=[CH:35][CH:36]=4)[CH:31]=3)=[O:29])=[CH:23][CH:22]=2)[N:4]=1.[OH-].[Na+], predict the reaction product. The product is: [CH3:40][N:2]([CH3:1])[C:3]1[C:8]([CH2:9][C:10]([OH:12])=[O:11])=[C:7]([N:14]2[CH2:19][CH2:18][O:17][CH2:16][CH2:15]2)[N:6]=[C:5]([CH2:20][C:21]2[CH:22]=[CH:23][C:24]([NH:27][C:28]([C:30]3[CH:39]=[CH:38][C:37]4[C:32](=[CH:33][CH:34]=[CH:35][CH:36]=4)[CH:31]=3)=[O:29])=[CH:25][CH:26]=2)[N:4]=1. (3) Given the reactants [Si]([O:8][CH2:9][CH2:10][C@@H:11]1[C@@H:19]([O:20][C:21]2[CH:26]=[CH:25][CH:24]=[CH:23][CH:22]=2)[C@H:18]([CH3:27])[O:17][C:16](=[O:28])[C@@H:15]([NH:29][C:30](=[O:36])[O:31][C:32]([CH3:35])([CH3:34])[CH3:33])[CH2:14][CH2:13][CH2:12]1)(C(C)(C)C)(C)C.CCCC[N+](CCCC)(CCCC)CCCC.[F-].[Na+].[Cl-], predict the reaction product. The product is: [OH:8][CH2:9][CH2:10][C@@H:11]1[C@@H:19]([O:20][C:21]2[CH:22]=[CH:23][CH:24]=[CH:25][CH:26]=2)[C@H:18]([CH3:27])[O:17][C:16](=[O:28])[C@@H:15]([NH:29][C:30](=[O:36])[O:31][C:32]([CH3:35])([CH3:34])[CH3:33])[CH2:14][CH2:13][CH2:12]1. (4) Given the reactants C1(=O)OCCC1.[OH:7][CH2:8][CH2:9][CH2:10][CH2:11][O:12][C:13](=[O:18])[CH2:14][CH2:15][CH2:16]O, predict the reaction product. The product is: [OH:7][CH2:8][CH2:9][CH2:10][CH2:11][O:12][CH:13]1[CH2:14][CH2:15][CH2:16][O:18]1. (5) Given the reactants [F:1][C:2]([F:8])([F:7])[CH2:3][C:4](O)=[O:5].C(N(C(C)C)CC)(C)C.CN(C(F)=[N+](C)C)C.F[P-](F)(F)(F)(F)F.[F:33][C:34]1[CH:39]=[C:38]([S:40]([CH3:43])(=[O:42])=[O:41])[CH:37]=[CH:36][C:35]=1[NH:44][C@H:45]1[CH2:49][CH2:48][N:47]([CH:50]2[CH2:55][CH2:54][N:53]([C:56](=[NH:59])[NH:57]O)[CH2:52][CH2:51]2)[C:46]1=[O:60], predict the reaction product. The product is: [F:33][C:34]1[CH:39]=[C:38]([S:40]([CH3:43])(=[O:42])=[O:41])[CH:37]=[CH:36][C:35]=1[NH:44][C@H:45]1[CH2:49][CH2:48][N:47]([CH:50]2[CH2:51][CH2:52][N:53]([C:56]3[N:59]=[C:4]([CH2:3][C:2]([F:8])([F:7])[F:1])[O:5][N:57]=3)[CH2:54][CH2:55]2)[C:46]1=[O:60]. (6) Given the reactants [Cl:1][C:2]1[CH:3]=[C:4]2[C:9](=[CH:10][CH:11]=1)[NH:8][C:7](=O)[C:6]([CH2:13][CH2:14][CH3:15])=[C:5]2[O:16][CH:17]1[CH2:22][CH2:21][CH2:20][CH2:19][CH2:18]1.COC1C=CC(P2(SP(C3C=CC(OC)=CC=3)(=S)S2)=[S:32])=CC=1, predict the reaction product. The product is: [Cl:1][C:2]1[CH:3]=[C:4]2[C:9](=[CH:10][CH:11]=1)[NH:8][C:7](=[S:32])[C:6]([CH2:13][CH2:14][CH3:15])=[C:5]2[O:16][CH:17]1[CH2:22][CH2:21][CH2:20][CH2:19][CH2:18]1. (7) Given the reactants [CH2:1](OC(C1C(=O)N(CC2C=CC=CC=2)C2SC=C(C)C=2C=1O)=O)C.[CH2:25]([N:32]1[C:37](=[O:38])[C:36]([C:39]#[N:40])=[C:35]([Cl:41])[C:34]2[CH:42]=[CH:43][S:44][C:33]1=2)[C:26]1[CH:31]=[CH:30][CH:29]=[CH:28][CH:27]=1, predict the reaction product. The product is: [CH2:25]([N:32]1[C:37](=[O:38])[C:36]([C:39]#[N:40])=[C:35]([Cl:41])[C:34]2[C:42]([CH3:1])=[CH:43][S:44][C:33]1=2)[C:26]1[CH:27]=[CH:28][CH:29]=[CH:30][CH:31]=1.